The task is: Regression. Given a target protein amino acid sequence and a drug SMILES string, predict the binding affinity score between them. We predict pIC50 (pIC50 = -log10(IC50 in M); higher means more potent). Dataset: bindingdb_ic50.. This data is from Drug-target binding data from BindingDB using IC50 measurements. (1) The compound is O=C(NO)[C@@H](O)[C@H](O)[C@H](O)COP(=O)(O)O. The pIC50 is 5.2. The target protein sequence is MSMDVGVVGLGVMGANLALNIAEKGFKVAVFNRTYSKSEEFMKANASAPFAGNLKAFETMEAFAASLKKPRKALILVQAGAATDSTIEQLKKVFEKGDILVDTGNAHFKDQGRRAQQLEAAGLRFLGMGISGGEEGARKGPAFFPGGTLSVWEEIRPIVEAAAAKADDGRPCVTMNGSGGAGSCVKMYHNSGEYAILQIWGEVFDILRAMGLNNDEVAAVLEDWKSKNFLKSYMLDISIAAARAKDKDGSYLTEHVMDRIGSKGTGLWSAQEALEIGVPAPSLNMAVVSRQFTMYKTERQANASNAPGITQSPGYTLKNKSPSGPEIKQLYDSVCIAIISCYAQMFQCLREMDKVHNFGLNLPATIATFRAGCILQGYLLKPMTEAFEKNPNISNLMCAFQTEIRAGLQNYRDMVALITSKLEVSIPVLSASLNYVTAMFTPTLKYGQLVSLQRDVFGRHGYERVDKDGRESFQWPELQ. (2) The drug is Cc1ccc(CN2CCC(N3Cc4cccc(C(N)=O)c4C3=O)CC2)s1. The target protein (P11103) has sequence MAEASERLYRVQYAKSGRASCKKCSESIPKDSLRMAIMVQSPMFDGKVPHWYHFSCFWKVGQSIRHPDVEVDGFSELRWDDQQKVKKTAEAGGVAGKGQDGSGGKAEKTLGDFAAEYAKSNRSMCKGCLEKIEKGQMRLSKKMVDPEKPQLGMIDRWYHPTCFVKKRDELGFRPEYSASQLKGFSLLSAEDKEALKKQLPAIKNEGKRKGDEVDGTDEVAKKKSRKETDKYSKLEKALKAQNELIWNIKDELKKACSTNDLKELLIFNQQQVPSGESAILDRVADGMAFGALLPCKECSGQLVFKSDAYYCTGDVTAWTKCMVKTQNPSRKEWVTPKEFREISYLKKLKVKKQDRIFPPESSAPITVHWPLSVTSAPTAVNSSAPADKPLSNMKILTLGKLSQNKDEAKAVIEKLGGKLTGSANKASLCISIKKEVEKMNKKMEEVKEANIRVVSEDFLQDVSASTKSLQDLLSAHSLSPWGAEVKAEPGEVVAPRGKSA.... The pIC50 is 6.4. (3) The drug is Cc1[nH]c2ncc(-c3cnn(C4CCNCC4)c3)cc2c1C(C)c1c(Cl)ccc(F)c1Cl. The target protein sequence is MKAPAVLAPGILVLLFTLVQRSNGECKEALAKSEMNVNMKYQLPNFTAETPIQNVILHEHHIFLGATNYIYVLNEEDLQKVAEYKTGPVLEHPDCFPCQDCSSKANLSGGVWKDNINMALVVDTYYDDQLISCGSVNRGTCQRHVFPHNHTADIQSEVHCIFSPQIEEPSQCPDCVVSALGAKVLSSVKDRFINFFVGNTINSSYFPDHPLHSISVRRLKETKDGFMFLTDQSYIDVLPEFRDSYPIKYVHAFESNNFIYFLTVQRETLDAQTFHTRIIRFCSINSGLHSYMEMPLECILTEKRKKRSTKKEVFNILQAAYVSKPGAQLARQIGASLNDDILFGVFAQSKPDSAEPMDRSAMCAFPIKYVNDFFNKIVNKNNVRCLQHFYGPNHEHCFNRTLLRNSSGCEARRDEYRTEFTTALQRVDLFMGQFSEVLLTSISTFIKGDLTIANLGTSEGRFMQVVVSRSGPSTPHVNFLLDSHPVSPEVIVEHTLNQNG.... The pIC50 is 6.5. (4) The small molecule is CSCC[C@H](NC(=O)[C@H](CCCNC(=N)N)NC(=O)[C@@H]1CCCN1C(=O)[C@H](CCCNC(=N)N)NC(=O)[C@H](CCCNC(=N)N)NC(=O)[C@H](C)NC(=O)CNC(=O)[C@H](C)NC(=O)[C@H](C)NC(=O)[C@H](C)NC(=O)CNC(=O)[C@@H](N)CCCNC(=N)N)C(=O)N[C@@H](CCCCN)C(=O)N[C@@H](CCCCN)C(=O)N[C@@H](CCCCN)C(=O)N[C@H](C(=O)N[C@@H](CCCNC(=N)N)C(=O)N[C@@H](CCCNC(=N)N)C(=O)N[C@@H](CCCNC(=N)N)C(=O)N[C@@H](CO)C(=O)O)[C@@H](C)O. The target protein sequence is ASSTTSPTEETTQKLTVSHIEGYECQPIFLNVLEAIEPGVVCAGHDNNQPDSFAALLSSLNELGERQLVHVVKWAKALPGFRNLHVDDQMAVIQYSWMGLMVFAMGWRSFTNVNSRMLYFAPDLVFNEYRMHKSRMYSQCVRMRHLSQEFGWLQITPQEFLCMKALLLFSIIPVDGLKNQKFFDELRMNYIKELDRIIACKRKNPTSCSRRFYQLTKLLDSVQPIARELHQFTFDLLIKSHMVSVDFPEMMAEIISVQVPKILSGKVKPIYFHT. The pIC50 is 5.0. (5) The drug is N#Cc1ccc2sc3c(c2c1)CCN(Cc1cccnc1)C3. The target protein (P11715) has sequence MWELVGLLLLILAYFFWVKSKTPGAKLPRSLPSLPLVGSLPFLPRRGHMHVNFFKLQEKYGPIYSLRLGTTTTVIIGHYQLAREVLIKKGKEFSGRPQMVTQSLLSDQGKGVAFADAGSSWHLHRKLVFSTFSLFKDGQKLEKLICQEAKSLCDMMLAHDKESIDLSTPIFMSVTNIICAICFNISYEKNDPKLTAIKTFTEGIVDATGDRNLVDIFPWLTIFPNKGLEVIKGYAKVRNEVLTGIFEKCREKFDSQSISSLTDILIQAKMNSDNNNSCEGRDPDVFSDRHILATVGDIFGAGIETTTTVLKWILAFLVHNPEVKKKIQKEIDQYVGFSRTPTFNDRSHLLMLEATIREVLRIRPVAPMLIPHKANVDSSIGEFTVPKDTHVVVNLWALHHDENEWDQPDQFMPERFLDPTGSHLITPTQSYLPFGAGPRSCIGEALARQELFVFTALLLQRFDLDVSDDKQLPRLEGDPKVVFLIDPFKVKITVRQAWMD.... The pIC50 is 6.6. (6) The compound is [NH2+]=C(CCl)NCCCC[NH2+]CCCCCNC(=S)Nc1ccc(-c2c3ccc(=O)cc-3oc3cc(O)ccc23)c(C(=O)O)c1. The target protein (Q8DW17) has sequence MAKRIKNTTPKQDGFRMPGEFEKQKQIWMLWPWRNDNWRLGAKPAQKAFLEVAEAISEFEPVSLCVPPLQYENALARVSELGSHNIRIIEMTNDDAWIRDCGPTFLVNDKGDLRAVDWEFNAWGGLVDGLYFPWDQDALVARKVCEIEGVDSYKTKDFVLEGGSIHVDGEGTVLVTEMCLLHPSRNPHLTKEDIEDKLKDYLNCVKVLWVKDGIDPYETNGHIDDVACFIRPGEVACIYTDDKEHPFYQEAKAAYDFLSQQTDAKGRPLKVHKMCVTKEPCYLQEAATIDYVEGSIPREEGEMAIASYLNFLIVNGGIILPQYGDENDQLAKQQVQEMFPDRKVVGVRTEEIAYGGGNIHCITQQQPAT. The pIC50 is 5.0. (7) The pIC50 is 3.5. The target protein (P48056) has sequence MDRKVTVHEDGCPVVSWVPEEGEMMDQKDKDQVKDRGQWTNKMEFVLSVAGEIIGLGNVWRFPYLCYKNGGGAFFIPYFIFFFSCGIPVFFLEVALGQYSSQGSVTAWRKICPLLQGIGMASVVIESYLNIYYIIILAWALFYLFSSFTWELPWTTCTNSWNTEHCVDFLNYSSTRAASYSENFTSPVMEFWERRVLGITSGIHDLGSLRWELALCLLLAWIICYFCIWKGVKSTGKVVYFTATFPYLMLIILLIRGVTLPGAYQGIVFYLKPDLLRLKDPQVWMDAGTQIFFSFAICQGCLTALGSYNKYHNNCYRDSIALCFLNSATSFVAGFVVFSILGFMAQEQGVPISEVAESGPGLAFIAFPKAVTMMPLSQLWSCLFFLMLLFLGLDSQFVCMECLVTASMDMFPQQLRKRGRRELLILAVAIVCYLMGLLLVTEGGMYIFQLFDYYASSGICLLFLSLFEVICIGWVYGADRFYDNVEDMIGYRPWPLVKIS.... The compound is O=C(O)[C@@H]1CCNC[C@@H]1O.